From a dataset of Experimentally validated miRNA-target interactions with 360,000+ pairs, plus equal number of negative samples. Binary Classification. Given a miRNA mature sequence and a target amino acid sequence, predict their likelihood of interaction. (1) The miRNA is mmu-let-7b-5p with sequence UGAGGUAGUAGGUUGUGUGGUU. The protein sequence of the target gene is MMYRPDVVRARKRVCWEPWVIGLVIFISLIVLAVCIGLTVHYVRYNQKKTYNYYSTLSFTTDKLYAEFGREASNNFTEMSQRLESMVKNAFYKSPLREEFVKSQVIKFSQQKHGVLAHMLLICRFHSTEDPETVDKIVQLVLHEKLQDAVGPPKVDPHSVKIKKINKTETDSYLNHCCGTRRSKTLGQSLRIVGGTEVEEGEWPWQASLQWDGSHRCGATLINATWLVSAAHCFTTYKNPARWTASFGVTIKPSKMKRGLRRIIVHEKYKHPSHDYDISLAELSSPVPYTNAVHRVCLPD.... Result: 0 (no interaction). (2) The miRNA is hsa-miR-668-5p with sequence UGCGCCUCGGGUGAGCAUG. The protein sequence of the target gene is MSPCGRKMGEGRQQRRAPVGKLLLLPGRRDTPHGRSGSSGARTQRSLLWLLVHVWLWAASGSSAQLFNLTLSVDEGLPPDTLVGDIRAGLPAAQQQEGSGFFLSEDSDDSPLLDDFHVHPDTGIIRTARRLDRERRDHYSFVAATLLGAVVQVEIRVNDVNDHSPRFPLDSLQLDVSELSPPGTAFRLPVAHDPDAGLFSTQGYTLVQPSDLPKDPAGPFFQLRYRTPGPLPSPLLPGSSSPLEPLDLVLLRRLDREEAAAHRLQIEAWDGGRPRRTGLLSVELRVLDENDNPPVFEQDE.... Result: 0 (no interaction).